From a dataset of hERG Central: cardiac toxicity at 1µM, 10µM, and general inhibition. Predict hERG channel inhibition at various concentrations. (1) The molecule is CCN(CCn1cccn1)C(=O)c1cc(COc2ccc(F)c(F)c2)on1. Results: hERG_inhib (hERG inhibition (general)): blocker. (2) The compound is CCN(CC)CC(=O)NN=C(c1ccccc1)c1ccccc1. Results: hERG_inhib (hERG inhibition (general)): blocker. (3) The molecule is CN(C1CCCC1)C1CCN(C(=O)CNC(=O)/C=C/c2ccccc2)CC1. Results: hERG_inhib (hERG inhibition (general)): blocker. (4) The compound is O=C(CCC(=O)N1CCN(c2cccc(Cl)c2)CC1)N1CCN(c2ccccc2)CC1. Results: hERG_inhib (hERG inhibition (general)): blocker.